Predict the reaction yield, written as a fraction of the theoretical maximum amount of product (1.0 means a 100% yield; for example, 0.34 means a 34% yield). From a dataset of Reaction yield outcomes from USPTO patents with 853,638 reactions. (1) The catalyst is ClCCl.FC(F)(F)C(O)=O. The product is [O:1]=[C:2]([O:24][C:25]1[CH:30]=[CH:29][C:28]([O:31][CH2:32][CH2:33][O:34][CH2:35][CH2:36][O:37][CH2:38][CH2:39][O:40][CH2:41][CH2:42][CH2:43][CH2:44][CH2:45][CH2:46][CH2:47][CH2:48][CH2:49][CH2:50][CH2:51][S:52][C:53](=[O:55])[CH3:54])=[CH:27][CH:26]=1)[NH:3][CH2:4][CH2:5][O:6][CH2:7][CH2:8][O:9][CH2:10][CH2:11][O:12][CH2:13][CH2:14][O:15][CH2:16][C:17]([OH:19])=[O:18]. The yield is 0.950. The reactants are [O:1]=[C:2]([O:24][C:25]1[CH:30]=[CH:29][C:28]([O:31][CH2:32][CH2:33][O:34][CH2:35][CH2:36][O:37][CH2:38][CH2:39][O:40][CH2:41][CH2:42][CH2:43][CH2:44][CH2:45][CH2:46][CH2:47][CH2:48][CH2:49][CH2:50][CH2:51][S:52][C:53](=[O:55])[CH3:54])=[CH:27][CH:26]=1)[NH:3][CH2:4][CH2:5][O:6][CH2:7][CH2:8][O:9][CH2:10][CH2:11][O:12][CH2:13][CH2:14][O:15][CH2:16][C:17]([O:19]C(C)(C)C)=[O:18]. (2) The reactants are [CH3:1][O:2][C:3]1[CH:8]=[CH:7][CH:6]=[CH:5][C:4]=1[C:9]1[CH:14]=[CH:13][C:12]([CH2:15][C:16](O)=[O:17])=[C:11]([N+:19]([O-])=O)[CH:10]=1. The catalyst is C(O)(=O)C.[Fe]. The product is [CH3:1][O:2][C:3]1[CH:8]=[CH:7][CH:6]=[CH:5][C:4]=1[C:9]1[CH:10]=[C:11]2[C:12]([CH2:15][C:16](=[O:17])[NH:19]2)=[CH:13][CH:14]=1. The yield is 0.690. (3) The reactants are [C:1]([O:5][C:6]([N:8]1[CH2:12][CH2:11][CH2:10][CH:9]1[C:13]1[NH:14][C:15]([C:18]2[S:22][CH:21]3[CH:23]=[C:24](Br)[S:25][CH:20]3[CH:19]=2)=[CH:16][N:17]=1)=[O:7])([CH3:4])([CH3:3])[CH3:2].[B:27]1([B:27]2[O:31][C:30]([CH3:33])([CH3:32])[C:29]([CH3:35])([CH3:34])[O:28]2)[O:31][C:30]([CH3:33])([CH3:32])[C:29]([CH3:35])([CH3:34])[O:28]1.CC([O-])=O.[K+]. The catalyst is O1CCOCC1.C1C=CC(P(C2C=CC=CC=2)[C-]2C=CC=C2)=CC=1.C1C=CC(P(C2C=CC=CC=2)[C-]2C=CC=C2)=CC=1.Cl[Pd]Cl.[Fe+2]. The product is [C:1]([O:5][C:6]([N:8]1[CH2:12][CH2:11][CH2:10][CH:9]1[C:13]1[NH:14][C:15]([C:18]2[S:22][CH:21]3[CH:23]=[C:24]([B:27]4[O:31][C:30]([CH3:33])([CH3:32])[C:29]([CH3:35])([CH3:34])[O:28]4)[S:25][CH:20]3[CH:19]=2)=[CH:16][N:17]=1)=[O:7])([CH3:4])([CH3:3])[CH3:2]. The yield is 0.530. (4) The reactants are [F:1][C:2]1[CH:13]=[CH:12][C:5]2[NH:6][C:7](=[O:11])[O:8][C:9](=[O:10])[C:4]=2[CH:3]=1.[H-].[Na+].[F:16][C:17]1[CH:24]=[CH:23][C:20]([CH2:21]Br)=[CH:19][CH:18]=1. The catalyst is CN(C=O)C. The product is [F:1][C:2]1[CH:13]=[CH:12][C:5]2[N:6]([CH2:21][C:20]3[CH:23]=[CH:24][C:17]([F:16])=[CH:18][CH:19]=3)[C:7](=[O:11])[O:8][C:9](=[O:10])[C:4]=2[CH:3]=1. The yield is 0.670.